This data is from Catalyst prediction with 721,799 reactions and 888 catalyst types from USPTO. The task is: Predict which catalyst facilitates the given reaction. Reactant: [S:1]1[C:5]2[CH:6]=[CH:7][CH:8]=[CH:9][C:4]=2[CH:3]=[CH:2]1.C([O-])(=O)C.[Na+].[Br:15]Br.O. Product: [Br:15][C:3]1[C:4]2[CH:9]=[CH:8][CH:7]=[CH:6][C:5]=2[S:1][CH:2]=1. The catalyst class is: 22.